This data is from Reaction yield outcomes from USPTO patents with 853,638 reactions. The task is: Predict the reaction yield, written as a fraction of the theoretical maximum amount of product (1.0 means a 100% yield; for example, 0.34 means a 34% yield). (1) The reactants are [F:1][C:2]1[CH:7]=[CH:6][C:5]([C:8]2[N:12]([CH3:13])[N:11]=[CH:10][C:9]=2/[CH:14]=[CH:15]/[C:16]([NH:18][C:19]2[CH:24]=[CH:23][C:22]([CH2:25][CH:26]([OH:30])[C:27]([OH:29])=O)=[CH:21][CH:20]=2)=[O:17])=[CH:4][CH:3]=1.[C:31](Cl)(=[O:35])[O:32][CH2:33][CH3:34].C(N(CC)CC)C.[NH3:44]. The catalyst is C(OCC)(=O)C. The product is [CH2:33]([O:32][C:31]([O:30][CH:26]([CH2:25][C:22]1[CH:21]=[CH:20][C:19]([NH:18][C:16](=[O:17])/[CH:15]=[CH:14]/[C:9]2[CH:10]=[N:11][N:12]([CH3:13])[C:8]=2[C:5]2[CH:4]=[CH:3][C:2]([F:1])=[CH:7][CH:6]=2)=[CH:24][CH:23]=1)[C:27]([NH2:44])=[O:29])=[O:35])[CH3:34]. The yield is 0.980. (2) The reactants are Cl[C:2]1[CH:7]=[CH:6][C:5]([N+:8]([O-:10])=[O:9])=[CH:4][N:3]=1.[C:11]1([CH:17]([C:20]2[CH:25]=[CH:24][CH:23]=[CH:22][CH:21]=2)[C:18]#[N:19])[CH:16]=[CH:15][CH:14]=[CH:13][CH:12]=1.[F-].C([N+](CCCC)(CCCC)CCCC)CCC.[OH-].[Na+]. The catalyst is C1(C)C=CC=CC=1.CCCCCC.CCOC(C)=O. The product is [C:20]1([C:17]([C:11]2[CH:12]=[CH:13][CH:14]=[CH:15][CH:16]=2)([C:18]#[N:19])[C:2]2[CH:7]=[CH:6][C:5]([N+:8]([O-:10])=[O:9])=[CH:4][N:3]=2)[CH:21]=[CH:22][CH:23]=[CH:24][CH:25]=1. The yield is 0.860. (3) The reactants are [NH:1]1[CH2:6][CH2:5][O:4][CH2:3][CH2:2]1.Cl[C:8]1[N:13]=[CH:12][C:11]2[C:14](=[C:19]3[C:27]4[C:22](=[CH:23][CH:24]=[CH:25][CH:26]=4)[NH:21][C:20]3=[O:28])[O:15][CH:16]([CH2:17][CH3:18])[C:10]=2[CH:9]=1. The catalyst is C(O)(C)C. The product is [CH2:17]([CH:16]1[C:10]2[CH:9]=[C:8]([N:1]3[CH2:6][CH2:5][O:4][CH2:3][CH2:2]3)[N:13]=[CH:12][C:11]=2[C:14](=[C:19]2[C:27]3[C:22](=[CH:23][CH:24]=[CH:25][CH:26]=3)[NH:21][C:20]2=[O:28])[O:15]1)[CH3:18]. The yield is 0.540. (4) The reactants are [NH2:1][C:2]1[N:10]=[C:9](Cl)[N:8]=[C:7]2[C:3]=1[N:4]=[CH:5][N:6]2[CH2:12][C:13]1[CH:27]=[CH:26][C:16]([CH2:17][P:18](=[O:25])([O:22][CH2:23][CH3:24])[O:19][CH2:20][CH3:21])=[CH:15][CH:14]=1.[H-].[Na+].[CH3:30][O:31][CH2:32][CH2:33][OH:34]. The catalyst is O.CCOC(C)=O. The product is [NH2:1][C:2]1[N:10]=[C:9]([O:34][CH2:33][CH2:32][O:31][CH3:30])[N:8]=[C:7]2[C:3]=1[N:4]=[CH:5][N:6]2[CH2:12][C:13]1[CH:27]=[CH:26][C:16]([CH2:17][P:18](=[O:25])([O:22][CH2:23][CH3:24])[O:19][CH2:20][CH3:21])=[CH:15][CH:14]=1. The yield is 1.00.